Dataset: Full USPTO retrosynthesis dataset with 1.9M reactions from patents (1976-2016). Task: Predict the reactants needed to synthesize the given product. (1) Given the product [C:10]([C:12]1[CH:13]=[CH:14][C:19]([C:23]2[C:22]([C:17]3[CH:16]=[CH:15][C:14]4[C:19](=[CH:20][CH:21]=[C:12]([C:10]5[N:9]([CH:31]6[CH2:32][CH2:33][CH2:34][CH2:35][CH2:36]6)[C:8]6[CH:37]=[CH:38][C:5]([C:3]([OH:4])=[O:46])=[CH:6][C:7]=6[N:11]=5)[CH:13]=4)[N:18]=3)=[CH:27][C:26]([O:42][CH3:39])=[CH:25][CH:24]=2)=[CH:20][CH:21]=1)(=[O:44])[NH2:9], predict the reactants needed to synthesize it. The reactants are: CO[C:3]([C:5]1[CH:38]=[CH:37][C:8]2[N:9]([CH:31]3[CH2:36][CH2:35][CH2:34][CH2:33][CH2:32]3)[C:10]([C:12]3[CH:13]=[C:14]4[C:19](=[CH:20][CH:21]=3)[N:18]=[C:17]([C:22]3[CH:27]=[C:26](OC)[CH:25]=[CH:24][C:23]=3Br)[CH:16]=[CH:15]4)=[N:11][C:7]=2[CH:6]=1)=[O:4].[C:39](=[O:42])(O)[O-].[Na+].[OH-:44].[K+].[OH2:46]. (2) Given the product [CH:17]1[C:18]2[CH:6]([CH2:5][O:4][C:2]([N:29]3[CH2:30][CH2:31][N:26]([C:24]([O:23][C:19]([CH3:20])([CH3:21])[CH3:22])=[O:25])[CH2:27][CH:28]3[C:32]([OH:34])=[O:33])=[O:3])[C:7]3[C:12](=[CH:11][CH:10]=[CH:9][CH:8]=3)[C:13]=2[CH:14]=[CH:15][CH:16]=1, predict the reactants needed to synthesize it. The reactants are: Cl[C:2]([O:4][CH2:5][CH:6]1[C:18]2[CH:17]=[CH:16][CH:15]=[CH:14][C:13]=2[C:12]2[C:7]1=[CH:8][CH:9]=[CH:10][CH:11]=2)=[O:3].[C:19]([O:23][C:24]([N:26]1[CH2:31][CH2:30][NH:29][CH:28]([C:32]([OH:34])=[O:33])[CH2:27]1)=[O:25])([CH3:22])([CH3:21])[CH3:20].C(N(CC)C(C)C)(C)C. (3) The reactants are: [CH:1]1([C:7]([NH2:9])=O)[CH2:6][CH2:5][CH2:4][CH2:3][CH2:2]1.COC1C=CC(P2(SP(C3C=CC(OC)=CC=3)(=S)S2)=[S:19])=CC=1.Cl[CH:33]([C:39](=O)[CH3:40])[C:34]([O:36][CH2:37][CH3:38])=[O:35]. Given the product [CH:1]1([C:7]2[S:19][C:33]([C:34]([O:36][CH2:37][CH3:38])=[O:35])=[C:39]([CH3:40])[N:9]=2)[CH2:6][CH2:5][CH2:4][CH2:3][CH2:2]1, predict the reactants needed to synthesize it. (4) Given the product [F:22][C:19]1[CH:20]=[CH:21][C:16]([C:15]2[C:10]3[C:9](=[CH:14][CH:13]=[CH:12][CH:11]=3)[NH:8][C:6](=[O:7])[C:5]=2[NH:4][C:1](=[O:3])[CH3:2])=[CH:17][CH:18]=1, predict the reactants needed to synthesize it. The reactants are: [C:1]([NH:4][CH2:5][C:6]([NH:8][C:9]1[CH:14]=[CH:13][CH:12]=[CH:11][C:10]=1[C:15](=O)[C:16]1[CH:21]=[CH:20][C:19]([F:22])=[CH:18][CH:17]=1)=[O:7])(=[O:3])[CH3:2].CC(C)([O-])C.[K+]. (5) Given the product [CH2:1]([O:3][C:4]([C:6]1[C:10]([CH2:11][NH:30][CH:27]([CH3:29])[CH3:28])=[C:9]([C:13]2[CH:18]=[CH:17][C:16]([Cl:19])=[CH:15][CH:14]=2)[N:8]([C:20]2[CH:25]=[CH:24][CH:23]=[CH:22][C:21]=2[Cl:26])[N:7]=1)=[O:5])[CH3:2], predict the reactants needed to synthesize it. The reactants are: [CH2:1]([O:3][C:4]([C:6]1[C:10]([CH2:11]Br)=[C:9]([C:13]2[CH:18]=[CH:17][C:16]([Cl:19])=[CH:15][CH:14]=2)[N:8]([C:20]2[CH:25]=[CH:24][CH:23]=[CH:22][C:21]=2[Cl:26])[N:7]=1)=[O:5])[CH3:2].[CH:27]([NH2:30])([CH3:29])[CH3:28].C([O-])([O-])=O.[K+].[K+]. (6) Given the product [N:17]([CH2:19][CH2:20][CH2:21][N:22]1[C:30](=[O:31])[C:29]2[C:24](=[CH:25][CH:26]=[CH:27][CH:28]=2)[C:23]1=[O:32])=[N+:16]=[N-:15], predict the reactants needed to synthesize it. The reactants are: CN(CC1[N:15]=[N:16][N:17]([CH2:19][CH2:20][CH2:21][N:22]2[C:30](=[O:31])[C:29]3[C:24](=[CH:25][CH:26]=[CH:27][CH:28]=3)[C:23]2=[O:32])C=1)C1C2N=CC=CC=2CCC1.O=C1C2C(=CC=CC=2)C(=O)N1CCCN1C=C(C=O)N=N1.CN(CC#C)C1C2N=CC=CC=2CCC1.C(O[BH-](OC(=O)C)OC(=O)C)(=O)C.[Na+].C(=O)(O)[O-].[Na+]. (7) Given the product [O:15]1[CH2:19][CH2:18][CH2:17][CH:16]1[CH2:20][O:21][C:2]1[N:7]=[C:6]([C:8]([OH:10])=[O:9])[CH:5]=[CH:4][C:3]=1[C:11]([F:14])([F:13])[F:12], predict the reactants needed to synthesize it. The reactants are: Cl[C:2]1[N:7]=[C:6]([C:8]([OH:10])=[O:9])[CH:5]=[CH:4][C:3]=1[C:11]([F:14])([F:13])[F:12].[O:15]1[CH2:19][CH2:18][CH2:17][CH:16]1[CH2:20][OH:21].[OH-].[K+]. (8) Given the product [CH2:1]([C:3]1[N:4]=[C:5]2[C:10]([C:11]#[N:12])=[CH:9][CH:8]=[CH:7][N:6]2[C:13]=1[C:15]1[CH:16]=[CH:17][C:18]([CH2:21][O:22][C:23]2[CH:28]=[CH:27][CH:26]=[C:25]([S:29]([CH3:32])(=[O:31])=[O:30])[CH:24]=2)=[CH:19][CH:20]=1)[CH3:2], predict the reactants needed to synthesize it. The reactants are: [CH2:1]([C:3]1[N:4]=[C:5]2[C:10]([C:11]#[N:12])=[CH:9][CH:8]=[CH:7][N:6]2[CH:13]=1)[CH3:2].Br[C:15]1[CH:20]=[CH:19][C:18]([CH2:21][O:22][C:23]2[CH:28]=[CH:27][CH:26]=[C:25]([S:29]([CH3:32])(=[O:31])=[O:30])[CH:24]=2)=[CH:17][CH:16]=1. (9) Given the product [Cl:1][C:2]1[CH:9]=[CH:8][C:5]([CH2:6][O:7][C:17]2[CH:22]=[CH:21][C:20]([S:23]([C:26]3[C:37]([O:38][CH3:39])=[CH:36][C:29]4[CH2:30][CH2:31][N:32]([CH3:35])[CH2:33][CH2:34][C:28]=4[CH:27]=3)(=[O:25])=[O:24])=[CH:19][CH:18]=2)=[CH:4][CH:3]=1, predict the reactants needed to synthesize it. The reactants are: [Cl:1][C:2]1[CH:9]=[CH:8][C:5]([CH2:6][OH:7])=[CH:4][CH:3]=1.CC(C)([O-])C.[K+].F[C:17]1[CH:22]=[CH:21][C:20]([S:23]([C:26]2[C:37]([O:38][CH3:39])=[CH:36][C:29]3[CH2:30][CH2:31][N:32]([CH3:35])[CH2:33][CH2:34][C:28]=3[CH:27]=2)(=[O:25])=[O:24])=[CH:19][CH:18]=1.[Cl-].[NH4+].